From a dataset of Reaction yield outcomes from USPTO patents with 853,638 reactions. Predict the reaction yield, written as a fraction of the theoretical maximum amount of product (1.0 means a 100% yield; for example, 0.34 means a 34% yield). The reactants are [F:1][C:2]([CH3:17])([CH3:16])[CH:3]([NH:8]C(=O)OC(C)(C)C)[C:4]([NH:6][CH3:7])=[O:5].[ClH:18].C(OCC)C. The catalyst is ClCCl. The product is [ClH:18].[NH2:8][CH:3]([C:2]([F:1])([CH3:17])[CH3:16])[C:4]([NH:6][CH3:7])=[O:5]. The yield is 1.00.